This data is from Catalyst prediction with 721,799 reactions and 888 catalyst types from USPTO. The task is: Predict which catalyst facilitates the given reaction. (1) The catalyst class is: 1. Product: [F:32][C:27]1[CH:26]=[C:25]([CH:30]=[CH:29][C:28]=1[F:31])[C:24](/[N:23]=[C:22](\[NH:21][C:19]1[NH:18][N:17]=[C:16]([C:13]2[CH:14]=[CH:15][C:10]([CH2:9][OH:8])=[CH:11][CH:12]=2)[CH:20]=1)/[NH:34][CH2:35][CH:36]([CH3:38])[CH3:37])=[O:33]. Reactant: [Si]([O:8][CH2:9][C:10]1[CH:15]=[CH:14][C:13]([C:16]2[CH:20]=[C:19]([NH:21]/[C:22](/[NH:34][CH2:35][CH:36]([CH3:38])[CH3:37])=[N:23]\[C:24](=[O:33])[C:25]3[CH:30]=[CH:29][C:28]([F:31])=[C:27]([F:32])[CH:26]=3)[NH:18][N:17]=2)=[CH:12][CH:11]=1)(C(C)(C)C)(C)C.[F-].C([N+](CCCC)(CCCC)CCCC)CCC. (2) Reactant: [F-:1].[K+].[N+]([C:6]1[CH:19]=[C:18]([N+:20]([O-:22])=[O:21])[CH:17]=[CH:16][C:7]=1[C:8]([NH:10][C@H:11]([CH3:15])[C:12]([OH:14])=[O:13])=[O:9])([O-])=O.C1OCCOCCOCCOCCOCCOC1. Product: [F:1][C:6]1[CH:19]=[C:18]([N+:20]([O-:22])=[O:21])[CH:17]=[CH:16][C:7]=1[C:8]([NH:10][C@H:11]([CH3:15])[C:12]([OH:14])=[O:13])=[O:9]. The catalyst class is: 16. (3) Reactant: [CH3:1][N:2]([CH3:11])[C:3]1[CH:4]=[C:5]([CH:8]=[CH:9][CH:10]=1)[CH2:6][OH:7].[H-].[Na+].CS(O[CH2:19][CH2:20][O:21][CH2:22][CH2:23][CH2:24][CH2:25][CH2:26][CH2:27][N:28]1[CH2:32][C@@H:31]([C:33]2[CH:44]=[CH:43][C:36]3[O:37][C:38]([CH3:42])([CH3:41])[O:39][CH2:40][C:35]=3[CH:34]=2)[O:30][C:29]1=[O:45])(=O)=O.P([O-])([O-])([O-])=O. Product: [CH3:1][N:2]([CH3:11])[C:3]1[CH:4]=[C:5]([CH:8]=[CH:9][CH:10]=1)[CH2:6][O:7][CH2:19][CH2:20][O:21][CH2:22][CH2:23][CH2:24][CH2:25][CH2:26][CH2:27][N:28]1[CH2:32][C@@H:31]([C:33]2[CH:44]=[CH:43][C:36]3[O:37][C:38]([CH3:41])([CH3:42])[O:39][CH2:40][C:35]=3[CH:34]=2)[O:30][C:29]1=[O:45]. The catalyst class is: 3.